This data is from HIV replication inhibition screening data with 41,000+ compounds from the AIDS Antiviral Screen. The task is: Binary Classification. Given a drug SMILES string, predict its activity (active/inactive) in a high-throughput screening assay against a specified biological target. (1) The drug is COC(=O)C(N)CSSCC(N)C(=O)OC.Cl. The result is 0 (inactive). (2) The molecule is Clc1ccc(C=NC23CC4CC(CC(C4)C2)C3)c(Cl)c1. The result is 0 (inactive). (3) The molecule is C=CCc1cccc(C(=O)C=C(O)C=Cc2ccccc2Cl)c1O. The result is 0 (inactive).